The task is: Predict the reaction yield, written as a fraction of the theoretical maximum amount of product (1.0 means a 100% yield; for example, 0.34 means a 34% yield).. This data is from Reaction yield outcomes from USPTO patents with 853,638 reactions. (1) The reactants are [C:1]([O:5][C:6]([N:8]1[CH2:12][CH2:11][CH:10]([O:13][C:14]2[CH:19]=[CH:18][CH:17]=[CH:16][C:15]=2[C:20]2[NH:24][C:23]3[CH:25]=[CH:26][CH:27]=[C:28]([C:29](O)=[O:30])[C:22]=3[N:21]=2)[CH2:9]1)=[O:7])([CH3:4])([CH3:3])[CH3:2].[S:32]1[CH:36]=[CH:35][N:34]=[C:33]1[NH2:37].CN(C(ON1N=NC2C=CC=NC1=2)=[N+](C)C)C.F[P-](F)(F)(F)(F)F.CCN(C(C)C)C(C)C. The catalyst is CN(C=O)C.O. The product is [S:32]1[CH:36]=[CH:35][N:34]=[C:33]1[NH:37][C:29]([C:28]1[C:22]2[N:21]=[C:20]([C:15]3[CH:16]=[CH:17][CH:18]=[CH:19][C:14]=3[O:13][CH:10]3[CH2:11][CH2:12][N:8]([C:6]([O:5][C:1]([CH3:2])([CH3:3])[CH3:4])=[O:7])[CH2:9]3)[NH:24][C:23]=2[CH:25]=[CH:26][CH:27]=1)=[O:30]. The yield is 0.480. (2) The reactants are [Cl:1][C:2]1[CH:7]=[CH:6][C:5]([NH:8][C:9]([C:11]2[CH:20]=[C:19]3[C:14]([CH2:15][CH2:16][NH:17][CH2:18]3)=[CH:13][CH:12]=2)=[O:10])=[C:4]([N:21]2[CH2:26][CH2:25][N:24]([CH2:27][CH2:28][C:29]([F:32])([F:31])[F:30])[CH2:23][CH2:22]2)[CH:3]=1.CCN(C(C)C)C(C)C.[C:42](Cl)(=[O:46])[CH2:43][CH2:44][CH3:45]. The catalyst is CN(C=O)C. The product is [C:42]([N:17]1[CH2:16][CH2:15][C:14]2[C:19](=[CH:20][C:11]([C:9]([NH:8][C:5]3[CH:6]=[CH:7][C:2]([Cl:1])=[CH:3][C:4]=3[N:21]3[CH2:26][CH2:25][N:24]([CH2:27][CH2:28][C:29]([F:32])([F:30])[F:31])[CH2:23][CH2:22]3)=[O:10])=[CH:12][CH:13]=2)[CH2:18]1)(=[O:46])[CH2:43][CH2:44][CH3:45]. The yield is 0.407. (3) The reactants are [Br:1][C:2]1[N:7]=[C:6]([C:8](OC)=[O:9])[C:5]([NH:12][CH2:13][C:14]([F:17])([F:16])[F:15])=[CH:4][C:3]=1[F:18].[NH3:19]. No catalyst specified. The product is [Br:1][C:2]1[N:7]=[C:6]([C:8]([NH2:19])=[O:9])[C:5]([NH:12][CH2:13][C:14]([F:17])([F:16])[F:15])=[CH:4][C:3]=1[F:18]. The yield is 0.990. (4) The reactants are [CH2:1]([C@@H:8]1[C@@H:12]([CH2:13][C:14]#[CH:15])[O:11][C:10]([CH3:17])([CH3:16])[O:9]1)[CH2:2][CH2:3][CH2:4][CH2:5][CH2:6][CH3:7].[CH2:18]([N:25]=[N+:26]=[N-:27])[C:19]1[CH:24]=[CH:23][CH:22]=[CH:21][CH:20]=1.O=C1O[C@H]([C@H](CO)O)C([O-])=C1O.[Na+]. The catalyst is S([O-])([O-])(=O)=O.[Cu+2].O.C(O)(C)(C)C. The product is [CH2:18]([N:25]1[CH:15]=[C:14]([CH2:13][C@@H:12]2[C@@H:8]([CH2:1][CH2:2][CH2:3][CH2:4][CH2:5][CH2:6][CH3:7])[O:9][C:10]([CH3:16])([CH3:17])[O:11]2)[N:27]=[N:26]1)[C:19]1[CH:24]=[CH:23][CH:22]=[CH:21][CH:20]=1. The yield is 0.970. (5) The reactants are [CH3:1][C:2]1[C:6]([C:7]2[N:8]([C:22]3[CH:27]=[CH:26][C:25]([O:28]C)=[CH:24][CH:23]=3)[C:9]3[C:14]([C:15]=2[C:16](=[O:21])[C:17]([F:20])([F:19])[F:18])=[CH:13][CH:12]=[CH:11][CH:10]=3)=[C:5]([CH3:30])[O:4][N:3]=1.B(Br)(Br)Br.O.O1CCOCC1. The catalyst is C(Cl)Cl. The product is [CH3:1][C:2]1[C:6]([C:7]2[N:8]([C:22]3[CH:23]=[CH:24][C:25]([OH:28])=[CH:26][CH:27]=3)[C:9]3[C:14]([C:15]=2[C:16](=[O:21])[C:17]([F:20])([F:18])[F:19])=[CH:13][CH:12]=[CH:11][CH:10]=3)=[C:5]([CH3:30])[O:4][N:3]=1. The yield is 0.460. (6) The reactants are [Br:1][C:2]1[CH:3]=[C:4](/[CH:18]=[CH:19]/[C:20]2[CH:25]=[CH:24][C:23]([O:26]C(=O)C)=[CH:22][CH:21]=2)[CH:5]=[N:6][C:7]=1[O:8][CH2:9][CH2:10][O:11][CH2:12][CH2:13][O:14][CH2:15][CH2:16][F:17].C([O-])([O-])=O.[K+].[K+]. The catalyst is CCO.C1COCC1. The product is [Br:1][C:2]1[CH:3]=[C:4](/[CH:18]=[CH:19]/[C:20]2[CH:25]=[CH:24][C:23]([OH:26])=[CH:22][CH:21]=2)[CH:5]=[N:6][C:7]=1[O:8][CH2:9][CH2:10][O:11][CH2:12][CH2:13][O:14][CH2:15][CH2:16][F:17]. The yield is 0.970.